This data is from Reaction yield outcomes from USPTO patents with 853,638 reactions. The task is: Predict the reaction yield, written as a fraction of the theoretical maximum amount of product (1.0 means a 100% yield; for example, 0.34 means a 34% yield). (1) The reactants are [CH:1]1[CH:6]=[C:5]([C:7](O)=[O:8])[C:4]([SH:10])=[CH:3][CH:2]=1.[F:11][C:12]1[CH:17]=[CH:16][C:15]([OH:18])=[CH:14][CH:13]=1. The catalyst is S(=O)(=O)(O)O. The product is [F:11][C:12]1[C:17]2[C:7](=[O:8])[C:5]3[C:4](=[CH:3][CH:2]=[CH:1][CH:6]=3)[S:10][C:16]=2[C:15]([OH:18])=[CH:14][CH:13]=1. The yield is 0.708. (2) The reactants are [C:1]([O:5][C:6]([N:8]([C:21]1[CH:22]=[C:23]([CH:27]=[CH:28][C:29]=1[O:30][CH3:31])[C:24]([OH:26])=[O:25])[S:9]([CH2:12][CH2:13][N:14]1[CH2:19][CH2:18][N:17]([CH3:20])[CH2:16][CH2:15]1)(=[O:11])=[O:10])=[O:7])([CH3:4])([CH3:3])[CH3:2].[Cl:32][C:33]1[CH:34]=[N+:35]([O-:58])[CH:36]=[C:37]([Cl:57])[C:38]=1[CH2:39][C@@H:40]([C:42]1[CH:47]=[CH:46][C:45]([O:48][CH:49]([F:51])[F:50])=[C:44]([O:52][CH2:53][CH:54]2[CH2:56][CH2:55]2)[CH:43]=1)O.C(Cl)CCl. The catalyst is CN(C1C=CN=CC=1)C.C(Cl)Cl. The product is [C:1]([O:5][C:6]([N:8]([C:21]1[CH:22]=[C:23]([CH:27]=[CH:28][C:29]=1[O:30][CH3:31])[C:24]([O:26][C@H:40]([C:42]1[CH:47]=[CH:46][C:45]([O:48][CH:49]([F:50])[F:51])=[C:44]([O:52][CH2:53][CH:54]2[CH2:55][CH2:56]2)[CH:43]=1)[CH2:39][C:38]1[C:37]([Cl:57])=[CH:36][N+:35]([O-:58])=[CH:34][C:33]=1[Cl:32])=[O:25])[S:9]([CH2:12][CH2:13][N:14]1[CH2:15][CH2:16][N:17]([CH3:20])[CH2:18][CH2:19]1)(=[O:11])=[O:10])=[O:7])([CH3:4])([CH3:3])[CH3:2]. The yield is 0.382.